Task: Predict the reactants needed to synthesize the given product.. Dataset: Full USPTO retrosynthesis dataset with 1.9M reactions from patents (1976-2016) (1) Given the product [CH:28]1([C:31]([N:33]2[CH2:34][CH2:35][N:36]([C:39]3[CH:40]=[CH:41][C:42]([C:43]4[NH:25][C:24]5[CH:23]=[CH:22][C:6]([NH:7][C:8](=[O:21])[C:9]6[CH:14]=[CH:13][C:12]([N:15]7[CH2:20][CH2:19][O:18][CH2:17][CH2:16]7)=[CH:11][CH:10]=6)=[CH:5][C:4]=5[N:1]=4)=[CH:45][CH:46]=3)[CH2:37][CH2:38]2)=[O:32])[CH2:29][CH2:30]1, predict the reactants needed to synthesize it. The reactants are: [N+:1]([C:4]1[CH:5]=[C:6]([CH:22]=[CH:23][C:24]=1[N+:25]([O-])=O)[NH:7][C:8](=[O:21])[C:9]1[CH:14]=[CH:13][C:12]([N:15]2[CH2:20][CH2:19][O:18][CH2:17][CH2:16]2)=[CH:11][CH:10]=1)([O-])=O.[CH:28]1([C:31]([N:33]2[CH2:38][CH2:37][N:36]([C:39]3[CH:46]=[CH:45][C:42]([CH:43]=O)=[CH:41][CH:40]=3)[CH2:35][CH2:34]2)=[O:32])[CH2:30][CH2:29]1. (2) Given the product [CH2:35]([O:34][CH2:33][CH2:32][C:26]1([C:29]#[N:30])[CH2:27][CH2:28][C:23]2([O:22][CH2:21][CH2:20][O:19]2)[CH2:24][CH2:25]1)[C:36]1[CH:41]=[CH:40][CH:39]=[CH:38][CH:37]=1, predict the reactants needed to synthesize it. The reactants are: C(NC(C)C)(C)C.C([Li])CCC.CCCCCC.[O:19]1[C:23]2([CH2:28][CH2:27][CH:26]([C:29]#[N:30])[CH2:25][CH2:24]2)[O:22][CH2:21][CH2:20]1.Br[CH2:32][CH2:33][O:34][CH2:35][C:36]1[CH:41]=[CH:40][CH:39]=[CH:38][CH:37]=1.C(O)(=O)CC(CC(O)=O)(C(O)=O)O.